Task: Predict the product of the given reaction.. Dataset: Forward reaction prediction with 1.9M reactions from USPTO patents (1976-2016) (1) Given the reactants Cl[C:2]1[C:11]2[C:6](=[CH:7][C:8]([O:12][CH3:13])=[CH:9][CH:10]=2)[N:5]=[C:4]([CH3:14])[CH:3]=1.[CH2:15]([NH:17][CH2:18][CH3:19])[CH3:16], predict the reaction product. The product is: [CH2:15]([N:17]([CH2:18][CH3:19])[C:2]1[C:11]2[C:6](=[CH:7][C:8]([O:12][CH3:13])=[CH:9][CH:10]=2)[N:5]=[C:4]([CH3:14])[CH:3]=1)[CH3:16]. (2) Given the reactants S(Cl)([Cl:3])=O.[CH3:5][N:6]1[CH:10]=[C:9]([CH3:11])[C:8]([C:12]([OH:14])=O)=[N:7]1, predict the reaction product. The product is: [CH3:5][N:6]1[CH:10]=[C:9]([CH3:11])[C:8]([C:12]([Cl:3])=[O:14])=[N:7]1. (3) The product is: [CH2:13]([S:10]([C:8]1[CH:7]=[CH:6][C:5]([O:15][CH3:16])=[C:4]([C:26]2[C:25]3[C:20](=[CH:21][CH:22]=[C:23]([C:37]4[CH:38]=[N:39][N:40]([CH3:42])[CH:41]=4)[CH:24]=3)[C:19](=[O:43])[N:18]([CH3:17])[CH:27]=2)[CH:9]=1)(=[O:12])=[O:11])[CH3:14]. Given the reactants N#N.Br[C:4]1[CH:9]=[C:8]([S:10]([CH2:13][CH3:14])(=[O:12])=[O:11])[CH:7]=[CH:6][C:5]=1[O:15][CH3:16].[CH3:17][N:18]1[CH:27]=[C:26](B2OC(C)(C)C(C)(C)O2)[C:25]2[C:20](=[CH:21][CH:22]=[C:23]([C:37]3[CH:38]=[N:39][N:40]([CH3:42])[CH:41]=3)[CH:24]=2)[C:19]1=[O:43].[O-]P([O-])([O-])=O.[K+].[K+].[K+], predict the reaction product. (4) Given the reactants [CH:1]([Si:4]([CH3:14])([CH3:13])[C:5]1[CH:12]=[CH:11][C:8]([CH:9]=O)=[CH:7][CH:6]=1)([CH3:3])[CH3:2].[F:15][C:16]([F:27])([F:26])[C:17]1[CH:18]=[C:19]([CH2:23][CH2:24][NH2:25])[CH:20]=[CH:21][CH:22]=1, predict the reaction product. The product is: [CH:1]([Si:4]([CH3:14])([CH3:13])[C:5]1[CH:12]=[CH:11][C:8]([CH2:9][NH:25][CH2:24][CH2:23][C:19]2[CH:20]=[CH:21][CH:22]=[C:17]([C:16]([F:15])([F:26])[F:27])[CH:18]=2)=[CH:7][CH:6]=1)([CH3:3])[CH3:2]. (5) Given the reactants [Br:1][C:2]1[CH:7]=[CH:6][C:5]([Br:8])=[CH:4][CH:3]=1.[Cl:9][S:10](O)(=[O:12])=[O:11], predict the reaction product. The product is: [Br:1][C:2]1[CH:7]=[CH:6][C:5]([Br:8])=[CH:4][C:3]=1[S:10]([Cl:9])(=[O:12])=[O:11]. (6) Given the reactants Br[C:2]1[C:7]([O:8][CH3:9])=[CH:6][C:5]2[O:10][CH2:11][C:12]3[C:16]([C:17]([O:19][CH2:20][CH3:21])=[O:18])=[N:15][N:14]([C:22]4[S:23][CH:24]=[CH:25][CH:26]=4)[C:13]=3[C:4]=2[CH:3]=1.[O-]P(OP(OP([O-])([O-])=O)([O-])=O)(=O)[O-].[K+].[K+].[K+].[K+].[K+], predict the reaction product. The product is: [CH2:20]([O:19][C:17]([C:16]1[C:12]2[CH2:11][O:10][C:5]3[CH:6]=[C:7]([O:8][CH3:9])[C:2]([CH:3]=[C:4]([CH3:13])[CH3:5])=[CH:3][C:4]=3[C:13]=2[N:14]([C:22]2[S:23][CH:24]=[CH:25][CH:26]=2)[N:15]=1)=[O:18])[CH3:21]. (7) The product is: [C:1]([O:5][C:6]([N:8]1[CH:17]([CH:18]([OH:22])[CH:19]([O:21][C:42](=[O:43])[CH:37]([NH:36][C:29]([O:31][C:32]([CH3:33])([CH3:35])[CH3:34])=[O:30])[CH:38]([CH3:39])[CH2:40][CH3:41])[CH3:20])[CH2:16][NH:15][C:14]2[NH:13][C:12]([N:23]=[CH:24][N:25]([CH3:26])[CH3:27])=[N:11][C:10](=[O:28])[C:9]1=2)=[O:7])([CH3:4])([CH3:3])[CH3:2]. Given the reactants [C:1]([O:5][C:6]([N:8]1[CH:17]([CH:18]([OH:22])[CH:19]([OH:21])[CH3:20])[CH2:16][NH:15][C:14]2[NH:13][C:12]([N:23]=[CH:24][N:25]([CH3:27])[CH3:26])=[N:11][C:10](=[O:28])[C:9]1=2)=[O:7])([CH3:4])([CH3:3])[CH3:2].[C:29]([NH:36][C@H:37]([C:42](O)=[O:43])[C@H:38]([CH2:40][CH3:41])[CH3:39])([O:31][C:32]([CH3:35])([CH3:34])[CH3:33])=[O:30], predict the reaction product. (8) Given the reactants [Br:1][C:2]1[CH:3]=[C:4]([CH:7]=[CH:8][C:9]=1F)[C:5]#[N:6].[C:11]1([OH:17])[CH:16]=[CH:15][CH:14]=[CH:13][CH:12]=1.C(=O)([O-])[O-].[K+].[K+], predict the reaction product. The product is: [Br:1][C:2]1[CH:3]=[C:4]([CH:7]=[CH:8][C:9]=1[O:17][C:11]1[CH:16]=[CH:15][CH:14]=[CH:13][CH:12]=1)[C:5]#[N:6].